From a dataset of Peptide-MHC class II binding affinity with 134,281 pairs from IEDB. Regression. Given a peptide amino acid sequence and an MHC pseudo amino acid sequence, predict their binding affinity value. This is MHC class II binding data. The peptide sequence is SQCLELSWNLNGLQAY. The binding affinity (normalized) is 0.149. The MHC is DRB1_0802 with pseudo-sequence DRB1_0802.